Dataset: Catalyst prediction with 721,799 reactions and 888 catalyst types from USPTO. Task: Predict which catalyst facilitates the given reaction. (1) Reactant: [Cl:1][C:2]1[CH:3]=[C:4]([CH:7]=[CH:8][C:9]=1[Cl:10])[CH:5]=O.[CH3:11][NH2:12].[BH4-].[Na+]. Product: [ClH:1].[Cl:1][C:2]1[CH:3]=[C:4]([CH:7]=[CH:8][C:9]=1[Cl:10])[CH2:5][CH2:11][NH2:12]. The catalyst class is: 5. (2) Reactant: Cl[C:2]1[N:7]=[C:6]([N:8]2[C:12]3[CH:13]=[CH:14][CH:15]=[CH:16][C:11]=3[N:10]=[C:9]2[CH:17]([F:19])[F:18])[N:5]=[C:4]([N:20]2[CH2:25][CH2:24][O:23][CH2:22][CH2:21]2)[N:3]=1.[C:26]([N:29]1[CH2:34][CH2:33][NH:32][CH2:31][CH2:30]1)(=[O:28])[CH3:27].C(=O)([O-])[O-].[K+].[K+].CN(C=O)C. Product: [C:26]([N:29]1[CH2:34][CH2:33][N:32]([C:2]2[N:3]=[C:4]([N:20]3[CH2:25][CH2:24][O:23][CH2:22][CH2:21]3)[N:5]=[C:6]([N:8]3[C:12]4[CH:13]=[CH:14][CH:15]=[CH:16][C:11]=4[N:10]=[C:9]3[CH:17]([F:18])[F:19])[N:7]=2)[CH2:31][CH2:30]1)(=[O:28])[CH3:27]. The catalyst class is: 6. (3) Reactant: Cl[C:2]1[N:7]=[C:6]([NH:8][C:9]([C:11]2([C:14]3[CH:15]=[CH:16][C:17]4[O:21][CH2:20][CH2:19][C:18]=4[CH:22]=3)[CH2:13][CH2:12]2)=[O:10])[CH:5]=[CH:4][C:3]=1[CH3:23].[CH3:24][O:25][C:26]1[CH:31]=[C:30](B(O)O)[CH:29]=[CH:28][N:27]=1.C(=O)([O-])[O-].[Na+].[Na+]. Product: [O:21]1[C:17]2[CH:16]=[CH:15][C:14]([C:11]3([C:9]([NH:8][C:6]4[N:7]=[C:2]([C:30]5[CH:29]=[CH:28][N:27]=[C:26]([O:25][CH3:24])[CH:31]=5)[C:3]([CH3:23])=[CH:4][CH:5]=4)=[O:10])[CH2:13][CH2:12]3)=[CH:22][C:18]=2[CH2:19][CH2:20]1. The catalyst class is: 853. (4) Reactant: [NH:1]1[CH2:6][CH2:5][CH2:4][CH2:3][CH2:2]1.F[C:8]1[CH:17]=[CH:16][C:11]([C:12]([O:14][CH3:15])=[O:13])=[CH:10][C:9]=1[N+:18]([O-:20])=[O:19]. Product: [N+:18]([C:9]1[CH:10]=[C:11]([CH:16]=[CH:17][C:8]=1[N:1]1[CH2:6][CH2:5][CH2:4][CH2:3][CH2:2]1)[C:12]([O:14][CH3:15])=[O:13])([O-:20])=[O:19]. The catalyst class is: 39. (5) Reactant: [CH3:1][S:2](Cl)(=[O:4])=[O:3].[OH:6][CH2:7][CH2:8][CH2:9][CH:10]1[C:18]2[C:13](=[CH:14][CH:15]=[CH:16][CH:17]=2)[NH:12][C:11]1=[O:19].C(N(CC)CC)C. Product: [CH3:1][S:2]([O:6][CH2:7][CH2:8][CH2:9][CH:10]1[C:18]2[C:13](=[CH:14][CH:15]=[CH:16][CH:17]=2)[NH:12][C:11]1=[O:19])(=[O:4])=[O:3]. The catalyst class is: 4.